This data is from hERG potassium channel inhibition data for cardiac toxicity prediction from Karim et al.. The task is: Regression/Classification. Given a drug SMILES string, predict its toxicity properties. Task type varies by dataset: regression for continuous values (e.g., LD50, hERG inhibition percentage) or binary classification for toxic/non-toxic outcomes (e.g., AMES mutagenicity, cardiotoxicity, hepatotoxicity). Dataset: herg_karim. (1) The molecule is CNC1CCC(c2c[nH]c3ccc(NC(=N)c4cccs4)cc23)CC1. The result is 0 (non-blocker). (2) The drug is Cc1cc(C)n(CC(NC(=O)NC2CCN(Cc3ccn(-c4ccc(C(F)(F)F)cc4)c3)CC2)c2ccccc2)n1. The result is 1 (blocker). (3) The compound is COc1ccc2ncc(O)c(CCC34CCC(NCc5ccc6c(n5)NC(=O)CO6)(CC3)CO4)c2n1. The result is 1 (blocker). (4) The molecule is NC1=N[C@@]2(CO1)c1cc(-c3cccnc3F)ccc1Oc1c2cc(-c2ccncc2)nc1F. The result is 0 (non-blocker). (5) The molecule is Cc1nn(C2CCN(C(=O)CN)CC2)c(C)c1Nc1ncc(Cl)c(-c2cnn3ccccc23)n1. The result is 0 (non-blocker). (6) The drug is O=c1ncn2nc(Sc3ccc(F)cc3F)ccc2c1-c1c(Cl)cccc1Cl. The result is 0 (non-blocker). (7) The compound is CN(CCN1CCN(c2cccc(Cl)c2)C1=O)Cc1cc2ccccc2s1. The result is 1 (blocker).